This data is from Drug half-life prediction data from Obach et al.. The task is: Regression/Classification. Given a drug SMILES string, predict its absorption, distribution, metabolism, or excretion properties. Task type varies by dataset: regression for continuous measurements (e.g., permeability, clearance, half-life) or binary classification for categorical outcomes (e.g., BBB penetration, CYP inhibition). For this dataset (half_life_obach), we predict log10(half-life) (log10 of half-life in hours). (1) The compound is Nc1nc(O)c2ncn(COC(CO)CO)c2n1. The log10(half-life) is 0.570. (2) The drug is N=C(N)c1ccc(CNC(=O)[C@@H]2CCN2C(=O)[C@H](NCC(=O)O)C2CCCCC2)cc1. The log10(half-life) is 0.200. (3) The compound is CC1(C)S[C@@H]2[C@H](NC(=O)[C@H](NC(=O)N3CCNC3=O)c3ccccc3)C(=O)N2[C@H]1C(=O)O. The log10(half-life) is 0.0800. (4) The molecule is NC[C@H]1CC[C@H](C(=O)O)CC1. The log10(half-life) is 0.360. (5) The compound is CCC(CC)COC(C(=O)OCCN(C)C)(c1ccccc1)c1ccccc1. The log10(half-life) is 1.53. (6) The drug is Nc1ccn([C@H]2CC[C@@H](CO)O2)c(=O)n1. The log10(half-life) is 0.0800.